From a dataset of Forward reaction prediction with 1.9M reactions from USPTO patents (1976-2016). Predict the product of the given reaction. (1) Given the reactants [NH:1]1[CH:5]=[CH:4][C:3]([C:6]2[CH:7]=[N:8][N:9]3[CH:14]=[CH:13][CH:12]=[CH:11][C:10]=23)=[N:2]1.[C:15]([C:17]1[CH:18]=[C:19]([S:23](Cl)(=[O:25])=[O:24])[CH:20]=[CH:21][CH:22]=1)#[N:16], predict the reaction product. The product is: [N:8]1[N:9]2[CH:14]=[CH:13][CH:12]=[CH:11][C:10]2=[C:6]([C:3]2[CH:4]=[CH:5][N:1]([S:23]([C:19]3[CH:18]=[C:17]([CH:22]=[CH:21][CH:20]=3)[C:15]#[N:16])(=[O:25])=[O:24])[N:2]=2)[CH:7]=1. (2) Given the reactants [NH2:1][C:2]1[CH:3]=[C:4]([S:8]([N:11]([C:18]2[CH:23]=[CH:22][CH:21]=[CH:20][C:19]=2[C:24]([O:41][Si:42]([CH2:47][CH3:48])([CH2:45][CH3:46])[CH2:43][CH3:44])([C:37]([F:40])([F:39])[F:38])[C:25]#[C:26][C:27]2[CH:32]=[CH:31][C:30]([S:33]([CH3:36])(=[O:35])=[O:34])=[CH:29][CH:28]=2)[CH2:12][CH2:13][C:14]([F:17])([F:16])[F:15])(=[O:10])=[O:9])[CH:5]=[CH:6][CH:7]=1.N1C(C)=CC=CC=1C.[CH3:57][S:58](Cl)(=[O:60])=[O:59], predict the reaction product. The product is: [CH3:57][S:58]([NH:1][C:2]1[CH:3]=[C:4]([S:8]([N:11]([C:18]2[CH:23]=[CH:22][CH:21]=[CH:20][C:19]=2[C:24]([O:41][Si:42]([CH2:43][CH3:44])([CH2:45][CH3:46])[CH2:47][CH3:48])([C:37]([F:40])([F:38])[F:39])[C:25]#[C:26][C:27]2[CH:28]=[CH:29][C:30]([S:33]([CH3:36])(=[O:35])=[O:34])=[CH:31][CH:32]=2)[CH2:12][CH2:13][C:14]([F:17])([F:16])[F:15])(=[O:9])=[O:10])[CH:5]=[CH:6][CH:7]=1)(=[O:60])=[O:59]. (3) Given the reactants [C:1]12[C:7](=[CH:8][CH:9]=[CH:10][CH:11]=1)[NH:6][C:5](=[O:12])[O:4][C:2]2=[O:3].C1(P(C2C=CC=CC=2)C2C=CC=CC=2)C=CC=CC=1.N(C(O[CH:43]([CH3:45])[CH3:44])=O)=NC(OC(C)C)=O.[N:46]1[CH:51]=CC=[CH:48][CH:47]=1, predict the reaction product. The product is: [N:46]1[CH:51]=[CH:45][C:43]([CH2:44][N:6]2[C:7]3[CH:8]=[CH:9][CH:10]=[CH:11][C:1]=3[C:2](=[O:3])[O:4][C:5]2=[O:12])=[CH:48][CH:47]=1. (4) Given the reactants [NH2:1][C:2]1[CH:7]=[CH:6][C:5]([CH2:8][OH:9])=[CH:4][C:3]=1[I:10].C(O[CH:14]=[C:15]([C:21]([O:23][CH2:24][CH3:25])=[O:22])[C:16]([O:18][CH2:19][CH3:20])=[O:17])C, predict the reaction product. The product is: [OH:9][CH2:8][C:5]1[CH:6]=[CH:7][C:2]([NH:1][CH:14]=[C:15]([C:16]([O:18][CH2:19][CH3:20])=[O:17])[C:21]([O:23][CH2:24][CH3:25])=[O:22])=[C:3]([I:10])[CH:4]=1. (5) Given the reactants [F:1][C:2]1[C:7]([S:8]([CH3:11])(=[O:10])=[O:9])=[CH:6][CH:5]=[CH:4][C:3]=1[CH:12]1[CH2:17][CH2:16][NH:15][CH2:14][CH2:13]1.C(=O)([O-])[O-].[K+].[K+].Br[CH2:25][CH2:26][CH2:27][CH3:28], predict the reaction product. The product is: [CH2:25]([N:15]1[CH2:16][CH2:17][CH:12]([C:3]2[CH:4]=[CH:5][CH:6]=[C:7]([S:8]([CH3:11])(=[O:10])=[O:9])[C:2]=2[F:1])[CH2:13][CH2:14]1)[CH2:26][CH2:27][CH3:28].